Task: Regression. Given two drug SMILES strings and cell line genomic features, predict the synergy score measuring deviation from expected non-interaction effect.. Dataset: NCI-60 drug combinations with 297,098 pairs across 59 cell lines Drug 1: CC1CCC2CC(C(=CC=CC=CC(CC(C(=O)C(C(C(=CC(C(=O)CC(OC(=O)C3CCCCN3C(=O)C(=O)C1(O2)O)C(C)CC4CCC(C(C4)OC)O)C)C)O)OC)C)C)C)OC. Drug 2: C1C(C(OC1N2C=NC3=C2NC=NCC3O)CO)O. Cell line: MDA-MB-435. Synergy scores: CSS=4.61, Synergy_ZIP=-1.48, Synergy_Bliss=-0.483, Synergy_Loewe=-6.10, Synergy_HSA=-1.50.